From a dataset of Reaction yield outcomes from USPTO patents with 853,638 reactions. Predict the reaction yield, written as a fraction of the theoretical maximum amount of product (1.0 means a 100% yield; for example, 0.34 means a 34% yield). The catalyst is C(Cl)Cl.C(OCC)(=O)C. The product is [CH3:27][O:28][C:21](=[O:25])[C:22]([C:17]1[C:16]2[C:20](=[C:12]([CH2:11][N:4]([C:1](=[O:3])[CH3:2])[CH2:5][CH2:6][OH:7])[CH:13]=[CH:14][CH:15]=2)[NH:19][CH:18]=1)=[O:23].[CH3:27][O:28][C:21](=[O:25])[C:22]([C:17]1[C:16]2[C:20](=[C:12]([CH2:11][N:4]([CH2:5][CH2:6][O:7][C:8](=[O:10])[CH3:9])[C:1](=[O:3])[CH3:2])[CH:13]=[CH:14][CH:15]=2)[NH:19][CH:18]=1)=[O:23]. The reactants are [C:1]([N:4]([CH2:11][C:12]1[CH:13]=[CH:14][CH:15]=[C:16]2[C:20]=1[NH:19][CH:18]=[CH:17]2)[CH2:5][CH2:6][O:7][C:8](=[O:10])[CH3:9])(=[O:3])[CH3:2].[C:21](Cl)(=[O:25])[C:22](Cl)=[O:23].[CH3:27][O-:28].[Na+]. The yield is 0.200.